This data is from Catalyst prediction with 721,799 reactions and 888 catalyst types from USPTO. The task is: Predict which catalyst facilitates the given reaction. (1) Reactant: [H-].[Na+].[CH3:3][CH2:4][CH2:5][CH:6](P(OCC)(OCC)=O)[C:7]([O:9][CH2:10][CH3:11])=[O:8].[CH3:20][NH:21][C:22]1[CH:23]=[C:24]([C:28]2[CH:33]=[CH:32][C:31]([CH:34]=O)=[CH:30][CH:29]=2)[CH:25]=[CH:26][CH:27]=1.[Cl-].[NH4+]. Product: [CH3:20][NH:21][C:22]1[CH:23]=[C:24]([C:28]2[CH:33]=[CH:32][C:31](/[CH:34]=[C:6](\[CH2:5][CH2:4][CH3:3])/[C:7]([O:9][CH2:10][CH3:11])=[O:8])=[CH:30][CH:29]=2)[CH:25]=[CH:26][CH:27]=1. The catalyst class is: 7. (2) Reactant: [O:1]=[C:2]1[C:11]2[C:6](=[CH:7][CH:8]=[CH:9][CH:10]=2)[N:5]2[N:12]=[C:13]([CH2:15][C:16]3[CH:17]=[C:18]([CH:21]=[CH:22][CH:23]=3)[C:19]#[N:20])[CH:14]=[C:4]2[NH:3]1. Product: [NH2:20][CH2:19][C:18]1[CH:17]=[C:16]([CH:23]=[CH:22][CH:21]=1)[CH2:15][C:13]1[CH:14]=[C:4]2[NH:3][C:2](=[O:1])[C:11]3[C:6]([N:5]2[N:12]=1)=[CH:7][CH:8]=[CH:9][CH:10]=3. The catalyst class is: 834. (3) Reactant: [C:1]([O:5][C:6]([N:8]1[CH2:12][C@:11]([OH:19])([CH2:13]OS(C)(=O)=O)[CH2:10][C@H:9]1[C:20](=[O:31])[NH:21][CH2:22][C:23]1[CH:28]=[CH:27][CH:26]=[C:25]([Cl:29])[C:24]=1[F:30])=[O:7])([CH3:4])([CH3:3])[CH3:2].[N-:32]=[N+:33]=[N-:34].[Na+]. Product: [C:1]([O:5][C:6]([N:8]1[CH2:12][C@@:11]([CH2:13][N:32]=[N+:33]=[N-:34])([OH:19])[CH2:10][C@H:9]1[C:20](=[O:31])[NH:21][CH2:22][C:23]1[CH:28]=[CH:27][CH:26]=[C:25]([Cl:29])[C:24]=1[F:30])=[O:7])([CH3:4])([CH3:3])[CH3:2]. The catalyst class is: 31. (4) Reactant: [CH3:1][C:2]1[CH:7]=[C:6]([CH2:8]O)[CH:5]=[CH:4][C:3]=1[C:10]1[CH:15]=[CH:14][CH:13]=[CH:12][CH:11]=1.P(Br)(Br)[Br:17]. Product: [Br:17][CH2:8][C:6]1[CH:5]=[CH:4][C:3]([C:10]2[CH:15]=[CH:14][CH:13]=[CH:12][CH:11]=2)=[C:2]([CH3:1])[CH:7]=1. The catalyst class is: 2. (5) Reactant: [S:1](Cl)([CH3:4])(=[O:3])=[O:2].[NH2:6][C:7]1[N:8]=[C:9]([C:16]([C:18]2[CH:19]=[C:20]3[C:25](=[CH:26][CH:27]=2)[NH:24][C:23](=[O:28])[N:22]([CH2:29][CH2:30][CH3:31])[C:21]3=[O:32])=[O:17])[N:10]2[CH:15]=[CH:14][CH:13]=[CH:12][C:11]=12.CO. Product: [O:28]=[C:23]1[N:22]([CH2:29][CH2:30][CH3:31])[C:21](=[O:32])[C:20]2[C:25](=[CH:26][CH:27]=[C:18]([C:16]([C:9]3[N:10]4[CH:15]=[CH:14][CH:13]=[CH:12][C:11]4=[C:7]([NH:6][S:1]([CH3:4])(=[O:3])=[O:2])[N:8]=3)=[O:17])[CH:19]=2)[NH:24]1. The catalyst class is: 17. (6) Reactant: [CH2:1]([O:8][C:9]1[CH:10]=[CH:11][C:12]([O:15]C)=[N:13][CH:14]=1)[C:2]1[CH:7]=[CH:6][CH:5]=[CH:4][CH:3]=1.I[CH2:18][CH3:19]. Product: [CH2:1]([O:8][C:9]1[CH:10]=[CH:11][C:12](=[O:15])[N:13]([CH2:18][CH3:19])[CH:14]=1)[C:2]1[CH:3]=[CH:4][CH:5]=[CH:6][CH:7]=1. The catalyst class is: 10.